From a dataset of NCI-60 drug combinations with 297,098 pairs across 59 cell lines. Regression. Given two drug SMILES strings and cell line genomic features, predict the synergy score measuring deviation from expected non-interaction effect. (1) Drug 1: COC1=C2C(=CC3=C1OC=C3)C=CC(=O)O2. Drug 2: CC1CCCC2(C(O2)CC(NC(=O)CC(C(C(=O)C(C1O)C)(C)C)O)C(=CC3=CSC(=N3)C)C)C. Cell line: SR. Synergy scores: CSS=86.2, Synergy_ZIP=2.55, Synergy_Bliss=4.57, Synergy_Loewe=-9.17, Synergy_HSA=2.22. (2) Drug 1: CS(=O)(=O)CCNCC1=CC=C(O1)C2=CC3=C(C=C2)N=CN=C3NC4=CC(=C(C=C4)OCC5=CC(=CC=C5)F)Cl. Drug 2: CN(CCCl)CCCl.Cl. Cell line: SK-MEL-2. Synergy scores: CSS=13.1, Synergy_ZIP=-4.44, Synergy_Bliss=0.642, Synergy_Loewe=0.174, Synergy_HSA=2.10. (3) Drug 1: CC1=C(N=C(N=C1N)C(CC(=O)N)NCC(C(=O)N)N)C(=O)NC(C(C2=CN=CN2)OC3C(C(C(C(O3)CO)O)O)OC4C(C(C(C(O4)CO)O)OC(=O)N)O)C(=O)NC(C)C(C(C)C(=O)NC(C(C)O)C(=O)NCCC5=NC(=CS5)C6=NC(=CS6)C(=O)NCCC[S+](C)C)O. Drug 2: C1C(C(OC1N2C=NC(=NC2=O)N)CO)O. Cell line: SN12C. Synergy scores: CSS=19.9, Synergy_ZIP=-8.63, Synergy_Bliss=-4.37, Synergy_Loewe=-5.29, Synergy_HSA=-2.65. (4) Drug 1: CC(C1=C(C=CC(=C1Cl)F)Cl)OC2=C(N=CC(=C2)C3=CN(N=C3)C4CCNCC4)N. Drug 2: CC1C(C(CC(O1)OC2CC(OC(C2O)C)OC3=CC4=CC5=C(C(=O)C(C(C5)C(C(=O)C(C(C)O)O)OC)OC6CC(C(C(O6)C)O)OC7CC(C(C(O7)C)O)OC8CC(C(C(O8)C)O)(C)O)C(=C4C(=C3C)O)O)O)O. Cell line: UO-31. Synergy scores: CSS=11.7, Synergy_ZIP=2.14, Synergy_Bliss=6.50, Synergy_Loewe=7.11, Synergy_HSA=7.32. (5) Drug 1: CCN(CC)CCNC(=O)C1=C(NC(=C1C)C=C2C3=C(C=CC(=C3)F)NC2=O)C. Drug 2: C(CN)CNCCSP(=O)(O)O. Cell line: SN12C. Synergy scores: CSS=-7.67, Synergy_ZIP=5.00, Synergy_Bliss=2.99, Synergy_Loewe=-10.7, Synergy_HSA=-10.4. (6) Drug 1: C1=C(C(=O)NC(=O)N1)F. Drug 2: C1=CN(C=N1)CC(O)(P(=O)(O)O)P(=O)(O)O. Cell line: A549. Synergy scores: CSS=43.5, Synergy_ZIP=0.832, Synergy_Bliss=-3.92, Synergy_Loewe=-7.67, Synergy_HSA=-2.95. (7) Drug 2: C1C(C(OC1N2C=NC(=NC2=O)N)CO)O. Cell line: OVCAR-5. Synergy scores: CSS=11.5, Synergy_ZIP=-4.21, Synergy_Bliss=-0.0388, Synergy_Loewe=3.00, Synergy_HSA=2.92. Drug 1: CCC1(CC2CC(C3=C(CCN(C2)C1)C4=CC=CC=C4N3)(C5=C(C=C6C(=C5)C78CCN9C7C(C=CC9)(C(C(C8N6C)(C(=O)OC)O)OC(=O)C)CC)OC)C(=O)OC)O.OS(=O)(=O)O. (8) Drug 1: CC1=C(C=C(C=C1)NC2=NC=CC(=N2)N(C)C3=CC4=NN(C(=C4C=C3)C)C)S(=O)(=O)N.Cl. Drug 2: CCC1(C2=C(COC1=O)C(=O)N3CC4=CC5=C(C=CC(=C5CN(C)C)O)N=C4C3=C2)O.Cl. Cell line: TK-10. Synergy scores: CSS=3.24, Synergy_ZIP=-3.71, Synergy_Bliss=-3.37, Synergy_Loewe=-22.7, Synergy_HSA=-5.12. (9) Drug 1: CC1C(C(CC(O1)OC2CC(CC3=C2C(=C4C(=C3O)C(=O)C5=C(C4=O)C(=CC=C5)OC)O)(C(=O)CO)O)N)O.Cl. Drug 2: C1=CC=C(C(=C1)C(C2=CC=C(C=C2)Cl)C(Cl)Cl)Cl. Cell line: UACC-257. Synergy scores: CSS=2.52, Synergy_ZIP=3.11, Synergy_Bliss=10.8, Synergy_Loewe=1.08, Synergy_HSA=3.36.